This data is from Full USPTO retrosynthesis dataset with 1.9M reactions from patents (1976-2016). The task is: Predict the reactants needed to synthesize the given product. (1) Given the product [NH2:26]/[C:24](=[N:25]\[C:34](=[O:35])[O:36][CH2:37][CH2:38][CH2:39][CH2:40][CH2:41][CH3:42])/[C:21]1[CH:20]=[CH:19][C:18]([CH2:17][NH:16][C:14]([C:12]2[CH:11]=[N:10][N:9]([CH2:2][C:3]3[CH:8]=[CH:7][CH:6]=[CH:5][CH:4]=3)[CH:13]=2)=[O:15])=[CH:23][CH:22]=1, predict the reactants needed to synthesize it. The reactants are: Cl.[CH2:2]([N:9]1[CH:13]=[C:12]([C:14]([NH:16][CH2:17][C:18]2[CH:23]=[CH:22][C:21]([C:24](=[NH:26])[NH2:25])=[CH:20][CH:19]=2)=[O:15])[CH:11]=[N:10]1)[C:3]1[CH:8]=[CH:7][CH:6]=[CH:5][CH:4]=1.C(=O)([O-])[O-].[K+].[K+].Cl[C:34]([O:36][CH2:37][CH2:38][CH2:39][CH2:40][CH2:41][CH3:42])=[O:35]. (2) Given the product [CH:18]1([CH2:17][O:16][C:13]2[C:12]([C:21]3[CH:26]=[CH:25][N:24]=[CH:23][CH:22]=3)=[CH:11][CH:10]=[CH:15][C:14]=2[C:12]([CH3:21])([CH3:13])[CH2:11][CH2:10][C:15]([OH:29])=[O:28])[CH2:20][CH2:19]1, predict the reactants needed to synthesize it. The reactants are: C(OC(=O)C([C:10]1[CH:15]=[CH:14][C:13]([O:16][CH2:17][CH:18]2[CH2:20][CH2:19]2)=[C:12]([C:21]2[CH:26]=[CH:25][N:24]=[CH:23][CH:22]=2)[CH:11]=1)CC(C)C)C.[OH2:28].[OH-:29].[Li+]. (3) Given the product [O:1]1[C:5]2[CH:6]=[CH:7][CH:8]=[CH:9][C:4]=2[N:3]=[C:2]1[C:10]1[C:11]([N:17]([C:25]([O:27][C:28]([CH3:31])([CH3:30])[CH3:29])=[O:26])[C:18](=[O:24])[O:19][C:20]([CH3:23])([CH3:22])[CH3:21])=[N:12][CH:13]=[C:14]([B:40]2[O:41][C:42]([CH3:44])([CH3:43])[C:38]([CH3:54])([CH3:37])[O:39]2)[CH:15]=1, predict the reactants needed to synthesize it. The reactants are: [O:1]1[C:5]2[CH:6]=[CH:7][CH:8]=[CH:9][C:4]=2[N:3]=[C:2]1[C:10]1[C:11]([N:17]([C:25]([O:27][C:28]([CH3:31])([CH3:30])[CH3:29])=[O:26])[C:18](=[O:24])[O:19][C:20]([CH3:23])([CH3:22])[CH3:21])=[N:12][CH:13]=[C:14](Br)[CH:15]=1.C([O-])(=O)C.[K+].[CH3:37][C:38]1([CH3:54])[C:42]([CH3:44])([CH3:43])[O:41][B:40]([B:40]2[O:41][C:42]([CH3:44])([CH3:43])[C:38]([CH3:54])([CH3:37])[O:39]2)[O:39]1. (4) Given the product [Cl:1][C:2]1[CH:3]=[CH:4][C:5]([C@@H:8]2[O:12][C:11](=[N:13][N+:14]([O-:16])=[O:15])[N:10]([CH2:27][C:24]3[CH:25]=[CH:26][C:21]([Cl:20])=[N:22][CH:23]=3)[C@H:9]2[CH3:17])=[CH:6][CH:7]=1, predict the reactants needed to synthesize it. The reactants are: [Cl:1][C:2]1[CH:7]=[CH:6][C:5]([C@@H:8]2[O:12][C:11](=[N:13][N+:14]([O-:16])=[O:15])[NH:10][C@H:9]2[CH3:17])=[CH:4][CH:3]=1.[H-].[Na+].[Cl:20][C:21]1[CH:26]=[CH:25][C:24]([CH2:27]Cl)=[CH:23][N:22]=1. (5) Given the product [C:1]([S:5][C:6]1[CH:7]=[CH:8][C:9]([C:12]2[C:17]([O:18][CH3:19])=[CH:16][C:15]([C:20]3[CH:25]=[C:24]([O:26][CH3:27])[CH:23]=[CH:22][C:21]=3[O:28][CH3:29])=[C:14]([O:30][CH3:31])[CH:13]=2)=[CH:10][CH:11]=1)(=[O:33])[CH3:4], predict the reactants needed to synthesize it. The reactants are: [C:1]([S:5][C:6]1[CH:11]=[CH:10][C:9]([C:12]2[C:17]([O:18][CH3:19])=[CH:16][C:15]([C:20]3[CH:25]=[C:24]([O:26][CH3:27])[CH:23]=[CH:22][C:21]=3[O:28][CH3:29])=[C:14]([O:30][CH3:31])[CH:13]=2)=[CH:8][CH:7]=1)([CH3:4])(C)C.C[OH:33]. (6) Given the product [Cl:21][C:18]1[S:17][C:16]([C:4]2[C:3]([C:22]3[CH:23]=[CH:24][N:25]=[CH:26][CH:27]=3)=[C:2]([C:29]#[N:30])[NH:6][N:5]=2)=[CH:20][CH:19]=1, predict the reactants needed to synthesize it. The reactants are: Br[C:2]1[N:6](CC2C=CC(OC)=CC=2)[N:5]=[C:4]([C:16]2[S:17][C:18]([Cl:21])=[CH:19][CH:20]=2)[C:3]=1[C:22]1[CH:27]=[CH:26][N:25]=[CH:24][CH:23]=1.Br[C:29]1C(C2C=CN=CC=2)=C(C2SC(Cl)=CC=2)N(CC2C=CC(OC)=CC=2)[N:30]=1. (7) Given the product [OH2:3].[CH3:1][C:2]1([CH3:20])[O:7][CH2:6][CH:5]([CH2:8][O:9][C:10]2[C:15]([CH3:16])=[CH:14][N:13]=[C:12]([CH2:18][OH:23])[C:11]=2[CH3:19])[CH2:4][O:3]1, predict the reactants needed to synthesize it. The reactants are: [CH3:1][C:2]1([CH3:20])[O:7][CH2:6][CH:5]([CH2:8][O:9][C:10]2[C:15]([CH3:16])=[CH:14][N+:13]([O-])=[C:12]([CH3:18])[C:11]=2[CH3:19])[CH2:4][O:3]1.C([O-])(=[O:23])C.[Na+].C(OC(=O)C)(=O)C.C(OC(C)C)(C)C. (8) Given the product [C:1]12([CH2:11][O:12][C:16]3[CH:21]=[CH:20][N+:19]([O-:22])=[CH:18][CH:17]=3)[CH2:8][CH:7]3[CH2:6][CH:5]([CH2:4][CH:3]([CH2:9]3)[CH2:2]1)[CH2:10]2, predict the reactants needed to synthesize it. The reactants are: [C:1]12([CH2:11][OH:12])[CH2:10][CH:5]3[CH2:6][CH:7]([CH2:9][CH:3]([CH2:4]3)[CH2:2]1)[CH2:8]2.[H-].[Na+].Cl[C:16]1[CH:21]=[CH:20][N+:19]([O-:22])=[CH:18][CH:17]=1.